From a dataset of Forward reaction prediction with 1.9M reactions from USPTO patents (1976-2016). Predict the product of the given reaction. (1) The product is: [I-:18].[Br:12][C:8]1[CH:7]=[C:6]([CH:11]=[CH:10][CH:9]=1)[CH2:5][CH:4]([C:3]([O:2][CH3:1])=[O:17])[CH2:13][N+:14]([CH3:19])([CH3:16])[CH3:15]. Given the reactants [CH3:1][O:2][C:3](=[O:17])[CH:4]([CH2:13][N:14]([CH3:16])[CH3:15])[CH2:5][C:6]1[CH:11]=[CH:10][CH:9]=[C:8]([Br:12])[CH:7]=1.[I:18][CH3:19], predict the reaction product. (2) Given the reactants [C:1]([O:4][CH:5]([C@@H:8]1[CH2:12][C@H:11]([OH:13])[C@H:10]([N:14]2[C:18]3[N:19]=[C:20]([NH2:24])[NH:21][C:22](=[O:23])[C:17]=3[S:16][C:15]2=[O:25])[O:9]1)[CH2:6][CH3:7])(=[O:3])[CH3:2].N1C=CC=CC=1.[F:32][C:33]([F:46])([F:45])[S:34](O[S:34]([C:33]([F:46])([F:45])[F:32])(=[O:36])=[O:35])(=[O:36])=[O:35], predict the reaction product. The product is: [C:1]([O:4][CH:5]([C@@H:8]1[CH2:12][C@H:11]([O:13][S:34]([C:33]([F:46])([F:45])[F:32])(=[O:36])=[O:35])[C@H:10]([N:14]2[C:18]3[N:19]=[C:20]([NH2:24])[NH:21][C:22](=[O:23])[C:17]=3[S:16][C:15]2=[O:25])[O:9]1)[CH2:6][CH3:7])(=[O:3])[CH3:2]. (3) The product is: [Cl:15][C:16]1[CH:17]=[CH:18][C:19]([CH:20]=[C:21]2[CH2:22][CH2:23][N:24]([C:10]([C:8]3[NH:7][C:6]4[CH:13]=[C:2]([OH:1])[CH:3]=[CH:4][C:5]=4[N:9]=3)=[O:12])[CH2:25][CH2:26]2)=[CH:27][CH:28]=1. Given the reactants [OH:1][C:2]1[CH:3]=[CH:4][C:5]2[N:9]=[C:8]([C:10]([OH:12])=O)[NH:7][C:6]=2[CH:13]=1.Cl.[Cl:15][C:16]1[CH:28]=[CH:27][C:19]([CH:20]=[C:21]2[CH2:26][CH2:25][NH:24][CH2:23][CH2:22]2)=[CH:18][CH:17]=1, predict the reaction product. (4) Given the reactants C([NH:9][C:10]([NH:12][C:13]1[CH:18]=[C:17]([Br:19])[N:16]=[C:15]([Br:20])[CH:14]=1)=[S:11])(=O)C1C=CC=CC=1.[OH-].[Na+], predict the reaction product. The product is: [Br:20][C:15]1[CH:14]=[C:13]([NH:12][C:10]([NH2:9])=[S:11])[CH:18]=[C:17]([Br:19])[N:16]=1. (5) Given the reactants [Br:1][C:2]1[CH:7]=[CH:6][C:5]([OH:8])=[CH:4][C:3]=1[F:9].[CH3:10][CH:11]([Si:13](Cl)([CH:17]([CH3:19])[CH3:18])[CH:14]([CH3:16])[CH3:15])[CH3:12].C(N(CC)CC)C, predict the reaction product. The product is: [Br:1][C:2]1[CH:7]=[CH:6][C:5]([O:8][Si:13]([CH:17]([CH3:19])[CH3:18])([CH:14]([CH3:16])[CH3:15])[CH:11]([CH3:12])[CH3:10])=[CH:4][C:3]=1[F:9].